Dataset: NCI-60 drug combinations with 297,098 pairs across 59 cell lines. Task: Regression. Given two drug SMILES strings and cell line genomic features, predict the synergy score measuring deviation from expected non-interaction effect. (1) Drug 1: CC1=C(C=C(C=C1)NC(=O)C2=CC=C(C=C2)CN3CCN(CC3)C)NC4=NC=CC(=N4)C5=CN=CC=C5. Drug 2: CC1=C2C(C(=O)C3(C(CC4C(C3C(C(C2(C)C)(CC1OC(=O)C(C(C5=CC=CC=C5)NC(=O)C6=CC=CC=C6)O)O)OC(=O)C7=CC=CC=C7)(CO4)OC(=O)C)O)C)OC(=O)C. Cell line: UACC-257. Synergy scores: CSS=16.0, Synergy_ZIP=0.519, Synergy_Bliss=7.10, Synergy_Loewe=-17.1, Synergy_HSA=2.78. (2) Drug 1: CC12CCC(CC1=CCC3C2CCC4(C3CC=C4C5=CN=CC=C5)C)O. Drug 2: CC1=C(C=C(C=C1)C(=O)NC2=CC(=CC(=C2)C(F)(F)F)N3C=C(N=C3)C)NC4=NC=CC(=N4)C5=CN=CC=C5. Cell line: HCC-2998. Synergy scores: CSS=-2.68, Synergy_ZIP=1.30, Synergy_Bliss=0.877, Synergy_Loewe=-6.53, Synergy_HSA=-6.08. (3) Drug 1: C1CC(=O)NC(=O)C1N2C(=O)C3=CC=CC=C3C2=O. Drug 2: CCC1(C2=C(COC1=O)C(=O)N3CC4=CC5=C(C=CC(=C5CN(C)C)O)N=C4C3=C2)O.Cl. Cell line: NCI/ADR-RES. Synergy scores: CSS=-2.68, Synergy_ZIP=-5.52, Synergy_Bliss=-14.4, Synergy_Loewe=-31.0, Synergy_HSA=-13.5. (4) Cell line: PC-3. Drug 1: C1=C(C(=O)NC(=O)N1)F. Synergy scores: CSS=39.5, Synergy_ZIP=3.51, Synergy_Bliss=2.46, Synergy_Loewe=4.68, Synergy_HSA=4.74. Drug 2: CCCCC(=O)OCC(=O)C1(CC(C2=C(C1)C(=C3C(=C2O)C(=O)C4=C(C3=O)C=CC=C4OC)O)OC5CC(C(C(O5)C)O)NC(=O)C(F)(F)F)O. (5) Drug 1: C1=CC(=CC=C1CCC2=CNC3=C2C(=O)NC(=N3)N)C(=O)NC(CCC(=O)O)C(=O)O. Drug 2: CCC1(CC2CC(C3=C(CCN(C2)C1)C4=CC=CC=C4N3)(C5=C(C=C6C(=C5)C78CCN9C7C(C=CC9)(C(C(C8N6C=O)(C(=O)OC)O)OC(=O)C)CC)OC)C(=O)OC)O.OS(=O)(=O)O. Cell line: IGROV1. Synergy scores: CSS=26.3, Synergy_ZIP=-9.04, Synergy_Bliss=-3.30, Synergy_Loewe=-6.16, Synergy_HSA=-0.772. (6) Drug 1: C1C(C(OC1N2C=C(C(=O)NC2=O)F)CO)O. Drug 2: CC1CCC2CC(C(=CC=CC=CC(CC(C(=O)C(C(C(=CC(C(=O)CC(OC(=O)C3CCCCN3C(=O)C(=O)C1(O2)O)C(C)CC4CCC(C(C4)OC)OCCO)C)C)O)OC)C)C)C)OC. Cell line: PC-3. Synergy scores: CSS=13.7, Synergy_ZIP=-2.30, Synergy_Bliss=4.02, Synergy_Loewe=-3.17, Synergy_HSA=1.10. (7) Drug 1: C1=CC(=C2C(=C1NCCNCCO)C(=O)C3=C(C=CC(=C3C2=O)O)O)NCCNCCO. Drug 2: CN1C(=O)N2C=NC(=C2N=N1)C(=O)N. Cell line: A549. Synergy scores: CSS=50.3, Synergy_ZIP=5.64, Synergy_Bliss=7.25, Synergy_Loewe=-29.2, Synergy_HSA=4.74.